Dataset: Forward reaction prediction with 1.9M reactions from USPTO patents (1976-2016). Task: Predict the product of the given reaction. (1) The product is: [ClH:5].[CH2:1]([N:19]1[CH2:20][CH2:21][N:16]([C:14](=[O:15])[CH2:13][C:8]2[CH:9]=[CH:10][C:11]([Cl:12])=[C:6]([Cl:5])[CH:7]=2)[C@H:17]([CH2:22][N:23]2[CH2:27][CH2:26][CH2:25][CH2:24]2)[CH2:18]1)[CH:2]=[CH2:3]. Given the reactants [CH2:1](Br)[CH:2]=[CH2:3].[Cl:5][C:6]1[CH:7]=[C:8]([CH2:13][C:14]([N:16]2[CH2:21][CH2:20][NH:19][CH2:18][C@@H:17]2[CH2:22][N:23]2[CH2:27][CH2:26][CH2:25][CH2:24]2)=[O:15])[CH:9]=[CH:10][C:11]=1[Cl:12].Cl, predict the reaction product. (2) Given the reactants [Cl:1][C:2]1[CH:7]=[CH:6][C:5]([CH:8]2[CH2:13][CH2:12][N:11]([C:14]3[C:15]([C:28]4[CH:33]=[CH:32][CH:31]=[CH:30][CH:29]=4)=[N:16][C:17]4[C:22]([N:23]=3)=[CH:21][C:20]([C:24]([O:26]C)=[O:25])=[CH:19][CH:18]=4)[CH2:10][CH2:9]2)=[CH:4][CH:3]=1.[OH-].[Na+].Cl, predict the reaction product. The product is: [Cl:1][C:2]1[CH:7]=[CH:6][C:5]([CH:8]2[CH2:9][CH2:10][N:11]([C:14]3[C:15]([C:28]4[CH:29]=[CH:30][CH:31]=[CH:32][CH:33]=4)=[N:16][C:17]4[C:22]([N:23]=3)=[CH:21][C:20]([C:24]([OH:26])=[O:25])=[CH:19][CH:18]=4)[CH2:12][CH2:13]2)=[CH:4][CH:3]=1.